Dataset: Full USPTO retrosynthesis dataset with 1.9M reactions from patents (1976-2016). Task: Predict the reactants needed to synthesize the given product. (1) The reactants are: [CH3:1][N:2]1[C@:6]2([CH2:18][C:9]3=[N:10][CH:11]=[C:12]([C:14]([O:16]C)=[O:15])[CH:13]=[C:8]3[CH2:7]2)[C:5](=[O:19])[NH:4][C:3]1=[O:20].[OH-].[Li+].Cl. Given the product [CH3:1][N:2]1[C@:6]2([CH2:18][C:9]3=[N:10][CH:11]=[C:12]([C:14]([OH:16])=[O:15])[CH:13]=[C:8]3[CH2:7]2)[C:5](=[O:19])[NH:4][C:3]1=[O:20], predict the reactants needed to synthesize it. (2) Given the product [Br:19][C:20]1[CH:21]=[C:22]([CH:25]=[CH:26][C:27]=1[CH:28]([CH3:2])[CH3:29])[CH:23]=[O:24], predict the reactants needed to synthesize it. The reactants are: O[CH2:2][C@@H]([C@H]([C@@H]([C@@H](CO)O)O)O)O.C1CCCCC1.[Br:19][C:20]1[CH:21]=[C:22]([CH:25]=[CH:26][C:27]=1[CH2:28][CH3:29])[CH:23]=[O:24].CO. (3) The reactants are: [Cl:1][C:2]1[C:3]([Cl:46])=[CH:4][C:5]2[O:10][CH2:9][C:8](=[O:11])[N:7]([CH2:12][C:13]([N:15]([CH3:44])[CH:16]([C:24]3[CH:29]=[CH:28][C:27]([C:30]4[CH:35]=[CH:34][C:33]([NH:36]C(=O)OC(C)(C)C)=[CH:32][CH:31]=4)=[CH:26][CH:25]=3)[CH2:17][N:18]3[CH2:23][CH2:22][O:21][CH2:20][CH2:19]3)=[O:14])[C:6]=2[CH:45]=1.FC(F)(F)C(O)=O. Given the product [NH2:36][C:33]1[CH:32]=[CH:31][C:30]([C:27]2[CH:28]=[CH:29][C:24]([CH:16]([N:15]([CH3:44])[C:13](=[O:14])[CH2:12][N:7]3[C:6]4[CH:45]=[C:2]([Cl:1])[C:3]([Cl:46])=[CH:4][C:5]=4[O:10][CH2:9][C:8]3=[O:11])[CH2:17][N:18]3[CH2:19][CH2:20][O:21][CH2:22][CH2:23]3)=[CH:25][CH:26]=2)=[CH:35][CH:34]=1, predict the reactants needed to synthesize it. (4) Given the product [CH2:28]([O:27][C:25]([C:20]1[CH:21]=[CH:22][CH:23]=[CH:24][C:19]=1[C:18]1[C:17]([C:12]2[CH:13]=[CH:14][CH:15]=[CH:16][C:11]=2[C:9]([O:8][CH2:6][CH3:7])=[O:10])=[C:4]([CH2:25][CH2:20][CH3:21])[C:3]2[CH2:13][C:12]3[C:2](=[C:3]([CH2:17][CH2:18][CH3:19])[C:4]4[C:9]([C:11]=3[CH2:16][CH2:15][CH3:14])=[CH:4][CH:3]=[CH:2][CH:1]=4)[CH2:1][C:2]=2[C:1]=1[CH2:22][CH2:23][CH3:24])=[O:26])[CH3:29], predict the reactants needed to synthesize it. The reactants are: [CH2:1]([Li])[CH2:2][CH2:3][CH3:4].[CH2:6]([O:8][C:9]([C:11]1[CH:16]=[CH:15][CH:14]=[CH:13][C:12]=1[C:17]#[C:18][C:19]1[CH:24]=[CH:23][CH:22]=[CH:21][C:20]=1[C:25]([O:27][CH2:28][CH3:29])=[O:26])=[O:10])[CH3:7].Cl. (5) Given the product [C:25]([NH:8][CH2:9][CH2:10][S:11][S:12][CH2:13][CH2:14][NH:15][C:16](=[O:24])[C:17]1[CH:22]=[CH:21][CH:20]=[CH:19][C:18]=1[OH:23])(=[O:47])[CH2:26][CH2:27]/[CH:28]=[CH:29]\[CH2:30]/[CH:31]=[CH:32]\[CH2:33]/[CH:34]=[CH:35]\[CH2:36]/[CH:37]=[CH:38]\[CH2:39]/[CH:40]=[CH:41]\[CH2:42]/[CH:43]=[CH:44]\[CH2:45][CH3:46], predict the reactants needed to synthesize it. The reactants are: C(O)(C(F)(F)F)=O.[NH2:8][CH2:9][CH2:10][S:11][S:12][CH2:13][CH2:14][NH:15][C:16](=[O:24])[C:17]1[CH:22]=[CH:21][CH:20]=[CH:19][C:18]=1[OH:23].[C:25](O)(=[O:47])[CH2:26][CH2:27]/[CH:28]=[CH:29]\[CH2:30]/[CH:31]=[CH:32]\[CH2:33]/[CH:34]=[CH:35]\[CH2:36]/[CH:37]=[CH:38]\[CH2:39]/[CH:40]=[CH:41]\[CH2:42]/[CH:43]=[CH:44]\[CH2:45][CH3:46].CN(C(ON1N=NC2C=CC=NC1=2)=[N+](C)C)C.F[P-](F)(F)(F)(F)F.CCN(C(C)C)C(C)C. (6) Given the product [Cl:28][C:29]1[CH:30]=[CH:31][C:32]2[O:36][C:35]([CH:21]=[N:20][N:17]3[CH2:16][CH2:15][N:14]([CH2:13][C@:2]4([CH3:1])[O:6][C:5]5=[N:7][C:8]([N+:10]([O-:12])=[O:11])=[CH:9][N:4]5[CH2:3]4)[CH2:19][CH2:18]3)=[CH:34][C:33]=2[CH:39]=1, predict the reactants needed to synthesize it. The reactants are: [CH3:1][C@@:2]1([CH2:13][N:14]2[CH2:19][CH2:18][N:17]([NH:20][C:21](=O)OC(C)(C)C)[CH2:16][CH2:15]2)[O:6][C:5]2=[N:7][C:8]([N+:10]([O-:12])=[O:11])=[CH:9][N:4]2[CH2:3]1.[Cl:28][C:29]1[CH:30]=[CH:31][C:32]2[O:36][C:35](C=O)=[CH:34][C:33]=2[CH:39]=1.FC(F)(F)C(O)=O.C(=O)([O-])O.[Na+]. (7) Given the product [Cl:1][CH2:2][C:3]([NH:5][C:6]1[CH:11]=[C:10]([N:12]2[CH:16]=[CH:15][CH:14]=[N:13]2)[N:9]=[C:8]([N:22]2[CH:26]=[CH:25][CH:24]=[N:23]2)[N:7]=1)=[O:4], predict the reactants needed to synthesize it. The reactants are: [Cl:1][CH2:2][C:3]([NH:5][C:6]1[CH:11]=[C:10]([N:12]2[CH:16]=[CH:15][CH:14]=[N:13]2)[N:9]=[C:8](C2OC=CC=2)[N:7]=1)=[O:4].[N:22]1(C2N=C(N)C=C([N:22]3[CH:26]=[CH:25][CH:24]=[N:23]3)N=2)[CH:26]=[CH:25][CH:24]=[N:23]1. (8) Given the product [Br:1][C:2]([CH2:3][CH2:4][CH2:5][CH2:6][CH2:7][CH2:8][CH2:9][CH2:10][O:11][CH:13]([O:15][CH2:16][CH3:17])[CH3:14])=[CH2:12], predict the reactants needed to synthesize it. The reactants are: [Br:1][C:2](=[CH2:12])[CH2:3][CH2:4][CH2:5][CH2:6][CH2:7][CH2:8][CH2:9][CH2:10][OH:11].[CH2:13]([O:15][CH:16]=[CH2:17])[CH3:14].